This data is from Reaction yield outcomes from USPTO patents with 853,638 reactions. The task is: Predict the reaction yield, written as a fraction of the theoretical maximum amount of product (1.0 means a 100% yield; for example, 0.34 means a 34% yield). The product is [CH3:18][O:19][C:20]([C@@H:21]1[CH2:25][CH2:24][CH2:23][N:22]1[C:8](=[O:10])[C@H:7]([NH:6][C:4]([O:3][CH2:1][CH3:2])=[O:5])[C:11]1[CH:16]=[CH:15][CH:14]=[CH:13][CH:12]=1)=[O:26]. The reactants are [CH2:1]([O:3][C:4]([NH:6][C@H:7]([C:11]1[CH:16]=[CH:15][CH:14]=[CH:13][CH:12]=1)[C:8]([OH:10])=O)=[O:5])[CH3:2].Cl.[CH3:18][O:19][C:20](=[O:26])[C@@H:21]1[CH2:25][CH2:24][CH2:23][NH:22]1. The yield is 0.570. No catalyst specified.